This data is from Catalyst prediction with 721,799 reactions and 888 catalyst types from USPTO. The task is: Predict which catalyst facilitates the given reaction. (1) Reactant: Cl.Cl[C:3]1[N:12]=[C:11]([N:13]([C:15]2[CH:20]=[CH:19][C:18]([O:21][CH3:22])=[C:17]([O:23][CH3:24])[CH:16]=2)[CH3:14])[C:10]2[C:5](=[CH:6][CH:7]=[CH:8][CH:9]=2)[N:4]=1.C(N(C(C)C)C(C)C)C.[C:34]([O:38][C:39](=[O:44])[NH:40][CH2:41][CH2:42][NH2:43])([CH3:37])([CH3:36])[CH3:35]. Product: [C:34]([O:38][C:39](=[O:44])[NH:40][CH2:41][CH2:42][NH:43][C:3]1[N:12]=[C:11]([N:13]([C:15]2[CH:20]=[CH:19][C:18]([O:21][CH3:22])=[C:17]([O:23][CH3:24])[CH:16]=2)[CH3:14])[C:10]2[C:5](=[CH:6][CH:7]=[CH:8][CH:9]=2)[N:4]=1)([CH3:37])([CH3:35])[CH3:36]. The catalyst class is: 41. (2) Reactant: C([O:9][C@@H:10]1[C@@H:38]([O:39]C(=O)C2C=CC=CC=2)[CH2:37][C@@H:36]([CH2:48][O:49]C(=O)C2C=CC=CC=2)[O:35][C@H:11]1[O:12][C:13]1[CH:18]=[C:17]([CH2:19][O:20][CH:21]2[CH2:25][CH2:24][CH2:23][O:22]2)[CH:16]=[CH:15][C:14]=1[CH2:26][C:27]1[CH:32]=[CH:31][C:30]([CH2:33][CH3:34])=[CH:29][CH:28]=1)(=O)C1C=CC=CC=1.[OH-].[Na+].C(OCC)(=O)C. Product: [O:12]([C:13]1[CH:18]=[C:17]([CH2:19][O:20][CH:21]2[CH2:25][CH2:24][CH2:23][O:22]2)[CH:16]=[CH:15][C:14]=1[CH2:26][C:27]1[CH:28]=[CH:29][C:30]([CH2:33][CH3:34])=[CH:31][CH:32]=1)[C@@H:11]1[O:35][C@H:36]([CH2:48][OH:49])[CH2:37][C@H:38]([OH:39])[C@H:10]1[OH:9]. The catalyst class is: 71. (3) Reactant: C([C:4]1[C:13]([N+:14]([O-:16])=[O:15])=[CH:12][CH:11]=[CH:10][C:5]=1[C:6]([O:8][CH3:9])=[O:7])(O)=O.C1(P(N=[N+]=[N-])(C2C=CC=CC=2)=[O:24])C=CC=CC=1.C([N:36]([CH2:39]C)CC)C.[C:41]([OH:45])([CH3:44])([CH3:43])[CH3:42]. The catalyst class is: 9. Product: [C:41]([O:45][C:39]([NH:36][C:4]1[C:13]([N+:14]([O-:16])=[O:15])=[CH:12][CH:11]=[CH:10][C:5]=1[C:6]([O:8][CH3:9])=[O:7])=[O:24])([CH3:44])([CH3:43])[CH3:42]. (4) Reactant: [N:1]1[NH:2][C:3](=[O:6])[NH:4][CH:5]=1.C(=O)([O-])[O-].[K+].[K+].[NH2:13][C:14]1[N:18]([C:19]2[CH:20]=[CH:21][C:22](F)=[C:23]([CH:26]=2)[C:24]#[N:25])[N:17]=[C:16]([C:28]([F:31])([F:30])[F:29])[C:15]=1[C:32]1[CH:37]=[C:36]([C:38]([F:41])([F:40])[F:39])[CH:35]=[C:34]([Cl:42])[CH:33]=1.O. Product: [NH2:13][C:14]1[N:18]([C:19]2[CH:20]=[CH:21][C:22]([N:2]3[C:3](=[O:6])[NH:4][CH:5]=[N:1]3)=[C:23]([CH:26]=2)[C:24]#[N:25])[N:17]=[C:16]([C:28]([F:29])([F:30])[F:31])[C:15]=1[C:32]1[CH:37]=[C:36]([C:38]([F:40])([F:41])[F:39])[CH:35]=[C:34]([Cl:42])[CH:33]=1. The catalyst class is: 3. (5) Reactant: C([O-])(=O)C.[Na+].C(O)(=O)C.IC1C=CC(C2N=[C:19]([C@H:23]([N:25](C)[C:26](=[O:35])[O:27][CH2:28][C:29]3[CH:34]=[CH:33][CH:32]=[CH:31][CH:30]=3)C)N(C)C=2)=CC=1.[C:37]([O-:40])([OH:39])=O.[Na+]. Product: [NH:25]([C:26]([O:27][CH2:28][C:29]1[CH:34]=[CH:33][CH:32]=[CH:31][CH:30]=1)=[O:35])[C@@H:23]([C:37]([OH:40])=[O:39])[CH3:19]. The catalyst class is: 12. (6) Reactant: [NH:1]([C:3]([CH:5]1[CH2:10][CH2:9][N:8]([C:11]([O:13][C:14]([CH3:17])([CH3:16])[CH3:15])=[O:12])[CH2:7][CH2:6]1)=O)[NH2:2].[C:18]1([C:24](=[NH:28])OCC)[CH:23]=[CH:22][CH:21]=[CH:20][CH:19]=1.CCN(C(C)C)C(C)C.[NH4+].[Cl-]. Product: [C:18]1([C:24]2[NH:28][C:3]([CH:5]3[CH2:10][CH2:9][N:8]([C:11]([O:13][C:14]([CH3:17])([CH3:16])[CH3:15])=[O:12])[CH2:7][CH2:6]3)=[N:1][N:2]=2)[CH:23]=[CH:22][CH:21]=[CH:20][CH:19]=1. The catalyst class is: 41.